Predict the reactants needed to synthesize the given product. From a dataset of Full USPTO retrosynthesis dataset with 1.9M reactions from patents (1976-2016). (1) Given the product [Cl:5][C:6]1[CH:7]=[C:8]([NH:9][C:2]([NH:3][C:26](=[O:27])[CH2:25][N:16]2[C:17](=[O:24])[C:18]3[C:23](=[CH:22][CH:21]=[CH:20][CH:19]=3)[C:15]2=[O:14])=[S:1])[CH:10]=[C:11]([Cl:13])[CH:12]=1, predict the reactants needed to synthesize it. The reactants are: [S-:1][C:2]#[N:3].[NH4+].[Cl:5][C:6]1[CH:7]=[C:8]([CH:10]=[C:11]([Cl:13])[CH:12]=1)[NH2:9].[O:14]=[C:15]1[C:23]2[C:18](=[CH:19][CH:20]=[CH:21][CH:22]=2)[C:17](=[O:24])[N:16]1[CH2:25][C:26](Cl)=[O:27]. (2) Given the product [NH2:8][C:6]1[CH:5]=[CH:4][N:3]=[C:2]([CH2:9][NH:10][CH2:11][CH2:12][OH:13])[N:7]=1, predict the reactants needed to synthesize it. The reactants are: Cl[C:2]1[N:7]=[C:6]([NH2:8])[CH:5]=[CH:4][N:3]=1.[CH3:9][NH:10][CH2:11][CH2:12][OH:13].C(Cl)Cl.